Dataset: Choline transporter screen with 302,306 compounds. Task: Binary Classification. Given a drug SMILES string, predict its activity (active/inactive) in a high-throughput screening assay against a specified biological target. (1) The drug is O(c1ccc(c2nc3n(CCC3)c2)cc1)C. The result is 0 (inactive). (2) The molecule is O(c1c(Nc2nc(nc3c2cccc3)c2ccncc2)cc(OC)cc1)C. The result is 0 (inactive). (3) The compound is Brc1ccc(c2nc3n(c4c(CC3)ccc3c4nccc3)c2)cc1. The result is 0 (inactive). (4) The compound is s1c(CNC(=O)COC(=O)C2(CCCC2)c2c(F)cccc2)ccc1. The result is 0 (inactive). (5) The compound is S(=O)(=O)(Nc1c(cccc1)C(O)=O)c1c(cccc1)C(F)(F)F. The result is 0 (inactive). (6) The compound is O=C(NCCc1ccccc1)c1c(NC(=O)c2occc2)cccc1. The result is 0 (inactive).